Dataset: Full USPTO retrosynthesis dataset with 1.9M reactions from patents (1976-2016). Task: Predict the reactants needed to synthesize the given product. (1) The reactants are: N1C=CN=C1.[OH:6][C:7]1[C:21]([CH3:22])=[CH:20][C:10]([CH2:11][P:12](=[O:19])([O:16][CH2:17][CH3:18])[O:13][CH2:14][CH3:15])=[CH:9][C:8]=1[O:23][CH3:24].[Si:25](Cl)([C:28]([CH3:31])([CH3:30])[CH3:29])([CH3:27])[CH3:26]. Given the product [Si:25]([O:6][C:7]1[C:21]([CH3:22])=[CH:20][C:10]([CH2:11][P:12](=[O:19])([O:16][CH2:17][CH3:18])[O:13][CH2:14][CH3:15])=[CH:9][C:8]=1[O:23][CH3:24])([C:28]([CH3:31])([CH3:30])[CH3:29])([CH3:27])[CH3:26], predict the reactants needed to synthesize it. (2) Given the product [CH3:1][O:2][C:3]1[C:4]2[N:17]=[C:16]([NH2:18])[S:15][C:5]=2[C:6]([CH:9]2[CH2:10][CH2:11][O:12][CH2:13][CH2:14]2)=[N:7][CH:8]=1, predict the reactants needed to synthesize it. The reactants are: [CH3:1][O:2][C:3]1[C:4]2[N:17]=[C:16]([NH:18]C(=O)C3C=CC=CC=3)[S:15][C:5]=2[C:6]([CH:9]2[CH2:14][CH2:13][O:12][CH2:11][CH2:10]2)=[N:7][CH:8]=1.[OH-].[Na+]. (3) Given the product [Cl:25][C:13]1[CH:12]=[C:11]([NH:10][C:6]2[N:5]=[CH:4][N:3]=[C:2]([N:40]([CH2:39][C:38]3[CH:37]=[CH:36][C:35]([O:34][CH3:33])=[CH:49][CH:48]=3)[CH2:41][CH2:42][CH2:43][C:44]([O:46][CH3:47])=[O:45])[C:7]=2[CH:8]=[O:9])[CH:16]=[CH:15][C:14]=1[O:17][C:18]1[CH:23]=[CH:22][CH:21]=[C:20]([Cl:24])[CH:19]=1, predict the reactants needed to synthesize it. The reactants are: Cl[C:2]1[C:7]([CH:8]=[O:9])=[C:6]([NH:10][C:11]2[CH:16]=[CH:15][C:14]([O:17][C:18]3[CH:23]=[CH:22][CH:21]=[C:20]([Cl:24])[CH:19]=3)=[C:13]([Cl:25])[CH:12]=2)[N:5]=[CH:4][N:3]=1.C(=O)([O-])[O-].[Na+].[Na+].Cl.[CH3:33][O:34][C:35]1[CH:49]=[CH:48][C:38]([CH2:39][NH:40][CH2:41][CH2:42][CH2:43][C:44]([O:46][CH3:47])=[O:45])=[CH:37][CH:36]=1.C(N(CC)CC)C. (4) Given the product [CH3:25][N:26]([CH3:32])[CH2:27][CH2:28][C:29]([NH:23][CH:20]1[CH2:19][CH2:18][CH:17]([NH:16][C:12]2[N:11]=[C:10]([C:5]3[N:6]([CH:7]([CH3:9])[CH3:8])[C:2]([CH3:1])=[N:3][CH:4]=3)[CH:15]=[CH:14][N:13]=2)[CH2:22][CH2:21]1)=[O:30], predict the reactants needed to synthesize it. The reactants are: [CH3:1][C:2]1[N:6]([CH:7]([CH3:9])[CH3:8])[C:5]([C:10]2[CH:15]=[CH:14][N:13]=[C:12]([NH:16][CH:17]3[CH2:22][CH2:21][CH:20]([NH2:23])[CH2:19][CH2:18]3)[N:11]=2)=[CH:4][N:3]=1.Cl.[CH3:25][N:26]([CH3:32])[CH2:27][CH2:28][C:29](O)=[O:30].CCN(C(C)C)C(C)C.CN(C(ON1N=NC2C=CC=CC1=2)=[N+](C)C)C.F[P-](F)(F)(F)(F)F. (5) Given the product [Cl:16][C:17]1[CH:18]=[C:19]([C:23]#[C:24][C:25]2[CH2:29][C:28]3([CH2:34][CH2:33][C:32](=[C:12]([F:14])[F:13])[CH2:31][CH2:30]3)[O:27][N:26]=2)[CH:20]=[CH:21][CH:22]=1, predict the reactants needed to synthesize it. The reactants are: CN(P(N(C)C)N(C)C)C.Br[C:12](Br)([F:14])[F:13].[Cl:16][C:17]1[CH:18]=[C:19]([C:23]#[C:24][C:25]2[CH2:29][C:28]3([CH2:34][CH2:33][C:32](=O)[CH2:31][CH2:30]3)[O:27][N:26]=2)[CH:20]=[CH:21][CH:22]=1.